From a dataset of Catalyst prediction with 721,799 reactions and 888 catalyst types from USPTO. Predict which catalyst facilitates the given reaction. (1) Reactant: Cl[C:2]1[CH:15]=[CH:14][C:5]([C:6]([N:8]2[CH2:13][CH2:12][CH2:11][CH2:10][CH2:9]2)=[O:7])=[CH:4][C:3]=1[N+:16]([O-:18])=O.[N-:19]=[N+]=[N-].[Na+]. Product: [N:19]1[O:18][N:16]=[C:3]2[CH:4]=[C:5]([C:6]([N:8]3[CH2:13][CH2:12][CH2:11][CH2:10][CH2:9]3)=[O:7])[CH:14]=[CH:15][C:2]=12. The catalyst class is: 196. (2) Reactant: Cl[C:2]1[CH:7]=[C:6]([NH:8][C:9]2[C:18]([F:19])=[CH:17][CH:16]=[CH:15][C:10]=2[C:11]([NH:13][CH3:14])=[O:12])[C:5]([Cl:20])=[CH:4][N:3]=1.[CH3:21][N:22]([CH2:24][C:25]1[CH:26]=[C:27]([NH2:32])[N:28]([CH2:30][CH3:31])[N:29]=1)[CH3:23].C(=O)([O-])[O-].[Cs+].[Cs+].CC1(C)C2C(=C(P(C3C=CC=CC=3)C3C=CC=CC=3)C=CC=2)OC2C(P(C3C=CC=CC=3)C3C=CC=CC=3)=CC=CC1=2. Product: [Cl:20][C:5]1[C:6]([NH:8][C:9]2[C:18]([F:19])=[CH:17][CH:16]=[CH:15][C:10]=2[C:11]([NH:13][CH3:14])=[O:12])=[CH:7][C:2]([NH:32][C:27]2[N:28]([CH2:30][CH3:31])[N:29]=[C:25]([CH2:24][N:22]([CH3:21])[CH3:23])[CH:26]=2)=[N:3][CH:4]=1. The catalyst class is: 12. (3) Reactant: [NH2:1][C:2]1[CH:3]=[C:4]([CH:20]=[CH:21][CH:22]=1)[CH2:5][O:6][C:7]1[CH:12]=[CH:11][C:10]([C:13](=[O:15])[CH3:14])=[C:9]([OH:16])[C:8]=1[CH2:17][CH2:18][CH3:19].Br[C:24]1[CH:25]=[C:26]([CH:29]=[CH:30][CH:31]=1)[C:27]#[N:28].C(=O)([O-])[O-].[Cs+].[Cs+].C1OCCOCCOCCOCCOCCOC1.C1(P(C2C=CC=CC=2)C2C=CC3C(=CC=CC=3)C=2C2C3C(=CC=CC=3)C=CC=2P(C2C=CC=CC=2)C2C=CC=CC=2)C=CC=CC=1.C(O)(=O)CC(CC(O)=O)(C(O)=O)O. Product: [C:13]([C:10]1[CH:11]=[CH:12][C:7]([O:6][CH2:5][C:4]2[CH:3]=[C:2]([NH:1][C:24]3[CH:25]=[C:26]([CH:29]=[CH:30][CH:31]=3)[C:27]#[N:28])[CH:22]=[CH:21][CH:20]=2)=[C:8]([CH2:17][CH2:18][CH3:19])[C:9]=1[OH:16])(=[O:15])[CH3:14]. The catalyst class is: 164. (4) Reactant: Cl[C:2]1[C:7]([C:8]([F:11])([F:10])[F:9])=[CH:6][C:5]([N+:12]([O-:14])=[O:13])=[CH:4][N:3]=1.C([O-])([O-])=O.[K+].[K+].[C:21]([CH2:23][C:24]([O:26][C:27]([CH3:30])([CH3:29])[CH3:28])=[O:25])#[N:22].CC(=O)OCC. Product: [C:21]([CH:23]([C:2]1[C:7]([C:8]([F:11])([F:10])[F:9])=[CH:6][C:5]([N+:12]([O-:14])=[O:13])=[CH:4][N:3]=1)[C:24]([O:26][C:27]([CH3:30])([CH3:29])[CH3:28])=[O:25])#[N:22]. The catalyst class is: 1. (5) Product: [Cl:18][C:15]1[CH:16]=[CH:17][C:12]([NH:11][S:8]([C:5]2[CH:6]=[CH:7][C:2]([N:87]3[CH2:86][C@H:85]([CH3:84])[O:90][C@H:89]([CH3:91])[CH2:88]3)=[C:3]([F:28])[CH:4]=2)(=[O:10])=[O:9])=[C:13]([C:19]([C:21]2[CH:22]=[N:23][C:24]([CH3:27])=[CH:25][CH:26]=2)=[O:20])[CH:14]=1. The catalyst class is: 394. Reactant: Br[C:2]1[CH:7]=[CH:6][C:5]([S:8]([NH:11][C:12]2[CH:17]=[CH:16][C:15]([Cl:18])=[CH:14][C:13]=2[C:19]([C:21]2[CH:22]=[N:23][C:24]([CH3:27])=[CH:25][CH:26]=2)=[O:20])(=[O:10])=[O:9])=[CH:4][C:3]=1[F:28].O.[O-]P([O-])([O-])=O.[K+].[K+].[K+].C1(P(C2C=CC=CC=2)C2C=CC3C(=CC=CC=3)C=2C2C3C(=CC=CC=3)C=CC=2P(C2C=CC=CC=2)C2C=CC=CC=2)C=CC=CC=1.[CH3:84][C@H:85]1[O:90][C@@H:89]([CH3:91])[CH2:88][NH:87][CH2:86]1. (6) Reactant: [N:1]1[CH:6]=[CH:5][CH:4]=[CH:3][C:2]=1[C:7]1[C:11]([NH:12][C:13]2[CH:18]=[CH:17][C:16]([NH2:19])=[CH:15][N:14]=2)=[CH:10][NH:9][N:8]=1.CCN(CC)CC.[CH:27]1([C:30](Cl)=[O:31])[CH2:29][CH2:28]1. Product: [N:1]1[CH:6]=[CH:5][CH:4]=[CH:3][C:2]=1[C:7]1[C:11]([NH:12][C:13]2[N:14]=[CH:15][C:16]([NH:19][C:30]([CH:27]3[CH2:29][CH2:28]3)=[O:31])=[CH:17][CH:18]=2)=[CH:10][NH:9][N:8]=1. The catalyst class is: 1. (7) Reactant: Cl.[NH2:2][C:3]1[C:12]2[C:7](=[CH:8][CH:9]=[CH:10][CH:11]=2)[C:6]([OH:13])=[CH:5][CH:4]=1.C(N(CC)CC)C.[C:21](O[C:21]([O:23][C:24]([CH3:27])([CH3:26])[CH3:25])=[O:22])([O:23][C:24]([CH3:27])([CH3:26])[CH3:25])=[O:22]. Product: [C:24]([O:23][C:21](=[O:22])[NH:2][C:3]1[C:12]2[C:7](=[CH:8][CH:9]=[CH:10][CH:11]=2)[C:6]([OH:13])=[CH:5][CH:4]=1)([CH3:27])([CH3:26])[CH3:25]. The catalyst class is: 1.